Dataset: hERG Central: cardiac toxicity at 1µM, 10µM, and general inhibition. Task: Predict hERG channel inhibition at various concentrations. The drug is COc1ccccc1C(=O)Nc1ccnn1C1CCN(C/C=C/c2ccccc2)CC1. Results: hERG_inhib (hERG inhibition (general)): blocker.